This data is from NCI-60 drug combinations with 297,098 pairs across 59 cell lines. The task is: Regression. Given two drug SMILES strings and cell line genomic features, predict the synergy score measuring deviation from expected non-interaction effect. (1) Drug 1: C1CN1C2=NC(=NC(=N2)N3CC3)N4CC4. Drug 2: C(CN)CNCCSP(=O)(O)O. Cell line: HCC-2998. Synergy scores: CSS=31.2, Synergy_ZIP=-0.808, Synergy_Bliss=-4.58, Synergy_Loewe=-30.9, Synergy_HSA=-5.35. (2) Drug 1: C(=O)(N)NO. Drug 2: CC1C(C(CC(O1)OC2CC(CC3=C2C(=C4C(=C3O)C(=O)C5=CC=CC=C5C4=O)O)(C(=O)C)O)N)O. Cell line: LOX IMVI. Synergy scores: CSS=38.9, Synergy_ZIP=-0.392, Synergy_Bliss=-0.888, Synergy_Loewe=-47.0, Synergy_HSA=-0.132. (3) Drug 1: CC12CCC3C(C1CCC2=O)CC(=C)C4=CC(=O)C=CC34C. Drug 2: CC(C)(C#N)C1=CC(=CC(=C1)CN2C=NC=N2)C(C)(C)C#N. Cell line: MALME-3M. Synergy scores: CSS=47.0, Synergy_ZIP=1.25, Synergy_Bliss=1.92, Synergy_Loewe=0.941, Synergy_HSA=0.329.